This data is from Catalyst prediction with 721,799 reactions and 888 catalyst types from USPTO. The task is: Predict which catalyst facilitates the given reaction. (1) Reactant: [CH2:1]([O:3][C:4]([C:6]1[S:26][C:9]2[N:10]=[C:11]([NH2:25])[N:12]=[C:13]([C:14]([C:16]3[CH:24]=[CH:23][C:19]4[O:20][CH2:21][O:22][C:18]=4[CH:17]=3)=[O:15])[C:8]=2[CH:7]=1)=[O:5])[CH3:2].[CH3:27][Mg]Br. The catalyst class is: 1. Product: [CH2:1]([O:3][C:4]([C:6]1[S:26][C:9]2[N:10]=[C:11]([NH2:25])[N:12]=[C:13]([C:14]([C:16]3[CH:24]=[CH:23][C:19]4[O:20][CH2:21][O:22][C:18]=4[CH:17]=3)([OH:15])[CH3:27])[C:8]=2[CH:7]=1)=[O:5])[CH3:2]. (2) Reactant: [Cl:1][C:2]1[C:7]([C:8]2[CH:13]=[CH:12][CH:11]=[C:10]([CH2:14][CH3:15])[CH:9]=2)=[C:6]([C@:16]([C@@H:22]2[O:27][CH2:26][CH2:25][N:24]([C:28]([C@H:30]3[CH2:34][C@@H:33]([NH:35]C(=O)OC(C)(C)C)[C@@H:32]([OH:43])[CH2:31]3)=[O:29])[CH2:23]2)([OH:21])[CH2:17][CH2:18][CH:19]=[CH2:20])[CH:5]=[CH:4][CH:3]=1.Cl.[OH-].[Na+]. Product: [NH2:35][C@H:33]1[C@@H:32]([OH:43])[CH2:31][C@@H:30]([C:28]([N:24]2[CH2:25][CH2:26][O:27][C@@H:22]([C@@:16]([C:6]3[CH:5]=[CH:4][CH:3]=[C:2]([Cl:1])[C:7]=3[C:8]3[CH:13]=[CH:12][CH:11]=[C:10]([CH2:14][CH3:15])[CH:9]=3)([OH:21])[CH2:17][CH2:18][CH:19]=[CH2:20])[CH2:23]2)=[O:29])[CH2:34]1. The catalyst class is: 23. (3) The catalyst class is: 17. Reactant: [NH2:1][C:2]1[CH:7]=[CH:6][C:5]([CH2:8][CH2:9][C:10]([O:12][CH3:13])=[O:11])=[CH:4][CH:3]=1.[N+:14]([C:17]1[CH:22]=[CH:21][CH:20]=[CH:19][C:18]=1[S:23](Cl)(=[O:25])=[O:24])([O-:16])=[O:15]. Product: [N+:14]([C:17]1[CH:22]=[CH:21][CH:20]=[CH:19][C:18]=1[S:23]([NH:1][C:2]1[CH:3]=[CH:4][C:5]([CH2:8][CH2:9][C:10]([O:12][CH3:13])=[O:11])=[CH:6][CH:7]=1)(=[O:25])=[O:24])([O-:16])=[O:15]. (4) Reactant: [C:1]([C:3]1[CH:4]=[C:5]([CH:7]=[CH:8][CH:9]=1)[NH2:6])#[CH:2].C(N(CC)CC)C.[F:17][C:18]([F:29])([F:28])[C:19](O[C:19](=[O:20])[C:18]([F:29])([F:28])[F:17])=[O:20]. Product: [C:1]([C:3]1[CH:4]=[C:5]([NH:6][C:19](=[O:20])[C:18]([F:29])([F:28])[F:17])[CH:7]=[CH:8][CH:9]=1)#[CH:2]. The catalyst class is: 34. (5) Reactant: [NH2:1][C@H:2]1[CH2:6][CH2:5][N:4]([C:7]2[CH:16]=[CH:15][C:14]3[C:9](=[CH:10][CH:11]=[C:12]([Cl:29])[C:13]=3[NH:17][C:18](=[O:28])[CH2:19][C@@H:20]([CH3:27])[C:21]3[CH:26]=[CH:25][CH:24]=[CH:23][CH:22]=3)[N:8]=2)[CH2:3]1.[Si:30]([O:37][CH2:38][CH:39]=O)([C:33]([CH3:36])([CH3:35])[CH3:34])([CH3:32])[CH3:31].C(O[BH-](OC(=O)C)OC(=O)C)(=O)C.[Na+]. Product: [Cl:29][C:12]1[C:13]([NH:17][C:18](=[O:28])[CH2:19][C@@H:20]([CH3:27])[C:21]2[CH:22]=[CH:23][CH:24]=[CH:25][CH:26]=2)=[C:14]2[C:9](=[CH:10][CH:11]=1)[N:8]=[C:7]([N:4]1[CH2:5][CH2:6][C@H:2]([NH:1][CH2:39][CH2:38][O:37][Si:30]([C:33]([CH3:36])([CH3:35])[CH3:34])([CH3:32])[CH3:31])[CH2:3]1)[CH:16]=[CH:15]2. The catalyst class is: 5. (6) Reactant: [Cl:1][C:2]1[C:3]([CH2:13][O:14][C:15]2[CH:16]=[N:17][C:18]([O:22][CH2:23][C:24]([F:29])([F:28])[CH:25]([F:27])[F:26])=[C:19]([Cl:21])[CH:20]=2)=[CH:4][C:5]([F:12])=[C:6]([CH:11]=1)[C:7]([O:9]C)=[O:8].[OH-].[Li+]. Product: [Cl:1][C:2]1[C:3]([CH2:13][O:14][C:15]2[CH:16]=[N:17][C:18]([O:22][CH2:23][C:24]([F:28])([F:29])[CH:25]([F:26])[F:27])=[C:19]([Cl:21])[CH:20]=2)=[CH:4][C:5]([F:12])=[C:6]([CH:11]=1)[C:7]([OH:9])=[O:8]. The catalyst class is: 253. (7) Reactant: Br[C:2]1[C:11]2[C:6](=[CH:7][CH:8]=[CH:9][CH:10]=2)[C:5](=[O:12])[O:4][C:3]=1[CH:13]([OH:15])[CH3:14].[CH3:16][C:17]1[N:22]=[CH:21][C:20](B(O)O)=[CH:19][CH:18]=1.C([O-])([O-])=O.[Cs+].[Cs+]. Product: [OH:15][CH:13]([C:3]1[O:4][C:5](=[O:12])[C:6]2[C:11]([C:2]=1[C:20]1[CH:21]=[N:22][C:17]([CH3:16])=[CH:18][CH:19]=1)=[CH:10][CH:9]=[CH:8][CH:7]=2)[CH3:14]. The catalyst class is: 73.